From a dataset of Reaction yield outcomes from USPTO patents with 853,638 reactions. Predict the reaction yield, written as a fraction of the theoretical maximum amount of product (1.0 means a 100% yield; for example, 0.34 means a 34% yield). (1) The reactants are [CH3:1][C:2]([CH3:6])=[CH:3][Mg]Br.[CH2:7]([O:9][C:10]([C:12]1[C:13](OS(C(F)(F)F)(=O)=O)=[N:14][C:15]2[C:20]([C:21]=1[CH3:22])=[CH:19][CH:18]=[C:17]([C:23]([F:26])([F:25])[F:24])[CH:16]=2)=[O:11])[CH3:8].CCOC(C)=O.CCCCCC. The catalyst is C1COCC1.Cl[Ni]1(Cl)[P](C2C=CC=CC=2)(C2C=CC=CC=2)CCC[P]1(C1C=CC=CC=1)C1C=CC=CC=1. The product is [CH2:7]([O:9][C:10]([C:12]1[C:13]([CH:1]=[C:2]([CH3:6])[CH3:3])=[N:14][C:15]2[C:20]([C:21]=1[CH3:22])=[CH:19][CH:18]=[C:17]([C:23]([F:26])([F:25])[F:24])[CH:16]=2)=[O:11])[CH3:8]. The yield is 0.430. (2) The reactants are CS(O[CH2:6][C:7]1[CH:11]=[C:10]([C:12]2[CH:17]=[CH:16][CH:15]=[C:14]([Cl:18])[CH:13]=2)[O:9][N:8]=1)(=O)=O.[CH:19]1([NH2:22])[CH2:21][CH2:20]1. The yield is 0.900. The product is [Cl:18][C:14]1[CH:13]=[C:12]([C:10]2[O:9][N:8]=[C:7]([CH2:6][NH:22][CH:19]3[CH2:21][CH2:20]3)[CH:11]=2)[CH:17]=[CH:16][CH:15]=1. The catalyst is C1COCC1.